This data is from Forward reaction prediction with 1.9M reactions from USPTO patents (1976-2016). The task is: Predict the product of the given reaction. (1) Given the reactants [I:1][CH2:2][CH:3]1[O:7][C:6](=[O:8])[CH:5]([NH:9]C(=O)OC(C)(C)C)[C:4]1([CH3:18])[CH3:17].[F:19][C:20]([F:25])([F:24])[C:21]([OH:23])=[O:22], predict the reaction product. The product is: [F:19][C:20]([F:25])([F:24])[C:21]([OH:23])=[O:22].[NH2:9][CH:5]1[C:4]([CH3:17])([CH3:18])[CH:3]([CH2:2][I:1])[O:7][C:6]1=[O:8]. (2) Given the reactants Br[C:2]1[C:11]2[C:6](=[CH:7][CH:8]=[CH:9][CH:10]=2)[C:5]([Br:12])=[CH:4][CH:3]=1.[Li]CCCC.CN([CH:21]=[O:22])C, predict the reaction product. The product is: [Br:12][C:5]1[C:6]2[C:11](=[CH:10][CH:9]=[CH:8][CH:7]=2)[C:2]([CH:21]=[O:22])=[CH:3][CH:4]=1. (3) Given the reactants [C:1]([C:5]1[CH:6]=[C:7]([N+:21]([O-])=O)[C:8]([O:19][CH3:20])=[C:9]([NH:11][S:12]([C:15]([F:18])([F:17])[F:16])(=[O:14])=[O:13])[CH:10]=1)([CH3:4])([CH3:3])[CH3:2].[NH4+].[Cl-], predict the reaction product. The product is: [NH2:21][C:7]1[C:8]([O:19][CH3:20])=[C:9]([NH:11][S:12]([C:15]([F:16])([F:17])[F:18])(=[O:14])=[O:13])[CH:10]=[C:5]([C:1]([CH3:2])([CH3:3])[CH3:4])[CH:6]=1.